This data is from Forward reaction prediction with 1.9M reactions from USPTO patents (1976-2016). The task is: Predict the product of the given reaction. (1) Given the reactants [H-].[H-].[H-].[H-].[Li+].[Al+3].CC1C=CC(S(O[CH2:18][C@@H:19]2[CH2:28][C:27]3[C:22](=[CH:23][CH:24]=[CH:25][CH:26]=3)[CH2:21][N:20]2[S:29]([C:32]2[CH:37]=[CH:36][C:35]([CH3:38])=[CH:34][CH:33]=2)(=[O:31])=[O:30])(=O)=O)=CC=1.[OH-].[Na+], predict the reaction product. The product is: [CH3:18][C@@H:19]1[CH2:28][C:27]2[C:22](=[CH:23][CH:24]=[CH:25][CH:26]=2)[CH2:21][N:20]1[S:29]([C:32]1[CH:33]=[CH:34][C:35]([CH3:38])=[CH:36][CH:37]=1)(=[O:31])=[O:30]. (2) Given the reactants [CH:1]1([N:7]=[C:8]=[O:9])[CH2:6][CH2:5][CH2:4][CH2:3][CH2:2]1.[CH2:10]([C:14]1[N:15]([CH2:28][C:29]([CH3:32])([NH2:31])[CH3:30])[C:16]2[C:21]([CH3:22])=[C:20]([CH3:23])[N:19]3[N:24]=[N:25][N:26]=[C:18]3[C:17]=2[N:27]=1)[CH2:11][CH2:12][CH3:13], predict the reaction product. The product is: [CH2:10]([C:14]1[N:15]([CH2:28][C:29]([NH:31][C:8]([NH:7][CH:1]2[CH2:6][CH2:5][CH2:4][CH2:3][CH2:2]2)=[O:9])([CH3:32])[CH3:30])[C:16]2[C:21]([CH3:22])=[C:20]([CH3:23])[N:19]3[N:24]=[N:25][N:26]=[C:18]3[C:17]=2[N:27]=1)[CH2:11][CH2:12][CH3:13]. (3) Given the reactants [CH:1]1([NH:6][C:7]2[N:12]=[C:11](Cl)[N:10]=[C:9]([Cl:14])[N:8]=2)[CH2:5][CH2:4][CH2:3][CH2:2]1.Cl.CN.C[CH2:19][N:20](C(C)C)C(C)C, predict the reaction product. The product is: [Cl:14][C:9]1[N:8]=[C:7]([NH:6][CH:1]2[CH2:2][CH2:3][CH2:4][CH2:5]2)[N:12]=[C:11]([NH:20][CH3:19])[N:10]=1. (4) Given the reactants [CH2:1]([O:8][C:9]1[CH:14]=[C:13]([I:15])[CH:12]=[CH:11][C:10]=1[NH2:16])[C:2]1[CH:7]=[CH:6][CH:5]=[CH:4][CH:3]=1.[C:17]([O:21][C:22](=[O:25])[CH2:23]Br)([CH3:20])([CH3:19])[CH3:18].C([O-])([O-])=O.[K+].[K+].Cl, predict the reaction product. The product is: [C:17]([O:21][C:22](=[O:25])[CH2:23][NH:16][C:10]1[CH:11]=[CH:12][C:13]([I:15])=[CH:14][C:9]=1[O:8][CH2:1][C:2]1[CH:3]=[CH:4][CH:5]=[CH:6][CH:7]=1)([CH3:20])([CH3:19])[CH3:18]. (5) Given the reactants [CH2:1]([O:3][C:4](=[O:22])[CH2:5][CH:6]1[CH2:11][CH2:10][CH:9]([C:12]2[CH:17]=[CH:16][C:15]([C:18](=[O:21])[CH2:19]Br)=[CH:14][CH:13]=2)[CH2:8][CH2:7]1)[CH3:2].[N-:23]=[N+:24]=[N-:25].[Na+].O.CCOC(C)=O, predict the reaction product. The product is: [CH2:1]([O:3][C:4](=[O:22])[CH2:5][CH:6]1[CH2:11][CH2:10][CH:9]([C:12]2[CH:17]=[CH:16][C:15]([C:18](=[O:21])[CH2:19][N:23]=[N+:24]=[N-:25])=[CH:14][CH:13]=2)[CH2:8][CH2:7]1)[CH3:2]. (6) Given the reactants [O:1]1[C:8]2[CH:7]=[C:6]([C:9]([O:11][CH2:12][C:13]3[CH:18]=[CH:17][CH:16]=[CH:15][CH:14]=3)=[O:10])[NH:5][C:4]=2[CH:3]=[CH:2]1.[Cl:19][CH2:20][CH2:21][O:22][CH2:23]Cl, predict the reaction product. The product is: [Cl:19][CH2:20][CH2:21][O:22][CH2:23][N:5]1[C:6]([C:9]([O:11][CH2:12][C:13]2[CH:18]=[CH:17][CH:16]=[CH:15][CH:14]=2)=[O:10])=[CH:7][C:8]2[O:1][CH:2]=[CH:3][C:4]1=2. (7) Given the reactants [Br:1][C:2]1[CH:3]=[C:4]([CH2:11][C:12]2[CH:17]=[CH:16][C:15]([CH:18]3[CH2:20][CH2:19]3)=[CH:14][CH:13]=2)[C:5]([Cl:10])=[C:6]([OH:9])[C:7]=1[OH:8].Br[CH2:22]Br.C([O-])([O-])=O.[Cs+].[Cs+], predict the reaction product. The product is: [Br:1][C:2]1[C:7]2[O:8][CH2:22][O:9][C:6]=2[C:5]([Cl:10])=[C:4]([CH2:11][C:12]2[CH:17]=[CH:16][C:15]([CH:18]3[CH2:19][CH2:20]3)=[CH:14][CH:13]=2)[CH:3]=1.